From a dataset of Forward reaction prediction with 1.9M reactions from USPTO patents (1976-2016). Predict the product of the given reaction. (1) Given the reactants Cl[C:2]1[CH:3]=[C:4]([C:17]2[N:21]([CH2:22][O:23][CH2:24][CH2:25][Si:26]([CH3:29])([CH3:28])[CH3:27])[C:20]3[CH:30]=[CH:31][CH:32]=[CH:33][C:19]=3[N:18]=2)[C:5](=[O:16])[N:6]([CH2:8][O:9][CH2:10][CH2:11][Si:12]([CH3:15])([CH3:14])[CH3:13])[N:7]=1.[B:34]1(B2OC(C)(C)C(C)(C)O2)[O:38]C(C)(C)C(C)(C)[O:35]1.C([O-])(=O)C.[K+], predict the reaction product. The product is: [O:16]=[C:5]1[N:6]([CH2:8][O:9][CH2:10][CH2:11][Si:12]([CH3:15])([CH3:14])[CH3:13])[N:7]=[C:2]([B:34]([OH:38])[OH:35])[CH:3]=[C:4]1[C:17]1[N:21]([CH2:22][O:23][CH2:24][CH2:25][Si:26]([CH3:29])([CH3:28])[CH3:27])[C:20]2[CH:30]=[CH:31][CH:32]=[CH:33][C:19]=2[N:18]=1. (2) Given the reactants [CH2:1]([N:3]1[C:7]2[CH:8]=[CH:9][CH:10]=[C:11]([CH2:12][O:13][CH:14]3[CH:19]([C:20]4[CH:25]=[CH:24][C:23]([O:26][CH2:27][CH2:28][CH2:29][O:30][CH2:31][C:32]5[CH:37]=[CH:36][CH:35]=[CH:34][C:33]=5[O:38][CH3:39])=[CH:22][CH:21]=4)[CH2:18][CH2:17][N:16]([C:40]([O:42][CH2:43][C:44]4[CH:49]=[CH:48][CH:47]=[CH:46][CH:45]=4)=[O:41])[CH2:15]3)[C:6]=2[N:5](COCC[Si](C)(C)C)[C:4]1=[O:58])[CH3:2].[F-].C([N+](CCCC)(CCCC)CCCC)CCC.O, predict the reaction product. The product is: [CH2:1]([N:3]1[C:7]2[CH:8]=[CH:9][CH:10]=[C:11]([CH2:12][O:13][CH:14]3[CH:19]([C:20]4[CH:21]=[CH:22][C:23]([O:26][CH2:27][CH2:28][CH2:29][O:30][CH2:31][C:32]5[CH:37]=[CH:36][CH:35]=[CH:34][C:33]=5[O:38][CH3:39])=[CH:24][CH:25]=4)[CH2:18][CH2:17][N:16]([C:40]([O:42][CH2:43][C:44]4[CH:49]=[CH:48][CH:47]=[CH:46][CH:45]=4)=[O:41])[CH2:15]3)[C:6]=2[NH:5][C:4]1=[O:58])[CH3:2]. (3) Given the reactants [CH:1]([CH2:3][P:4](=[O:11])([O:8][CH2:9][CH3:10])[O:5][CH2:6][CH3:7])=O.[C:12]1([C@H:22]([NH2:24])[CH3:23])[C:21]2[C:16](=[CH:17][CH:18]=[CH:19][CH:20]=2)[CH:15]=[CH:14][CH:13]=1, predict the reaction product. The product is: [C:12]1([C@H:22]([NH:24][CH:1]=[CH:3][P:4](=[O:11])([O:8][CH2:9][CH3:10])[O:5][CH2:6][CH3:7])[CH3:23])[C:21]2[C:16](=[CH:17][CH:18]=[CH:19][CH:20]=2)[CH:15]=[CH:14][CH:13]=1. (4) Given the reactants [NH2:1][C:2]12[CH2:10][CH2:9][CH:6]([CH2:7][CH2:8]1)[CH2:5][N:4]1[C:11](=[O:27])[C:12]([OH:26])=[C:13]([C:15]([NH:17][CH2:18][C:19]3[CH:24]=[CH:23][C:22]([F:25])=[CH:21][CH:20]=3)=[O:16])[N:14]=[C:3]21.C[CH2:29][N:30](CC)[CH2:31]C.Cl[C:36](=[O:41])[C:37](OC)=[O:38].CNC.CO, predict the reaction product. The product is: [F:25][C:22]1[CH:21]=[CH:20][C:19]([CH2:18][NH:17][C:15]([C:13]2[N:14]=[C:3]3[C:2]4([NH:1][C:36](=[O:41])[C:37]([N:30]([CH3:31])[CH3:29])=[O:38])[CH2:8][CH2:7][CH:6]([CH2:9][CH2:10]4)[CH2:5][N:4]3[C:11](=[O:27])[C:12]=2[OH:26])=[O:16])=[CH:24][CH:23]=1. (5) Given the reactants Br[CH2:2][C:3]1[CH:12]=[C:11]([C:13]2[CH:18]=[CH:17][CH:16]=[C:15]([Cl:19])[CH:14]=2)[C:6]2[N:7]=[C:8]([CH3:10])[O:9][C:5]=2[CH:4]=1.[N+:20]([C:23]1[CH:24]=[C:25]([Sn](CCCC)(CCCC)CCCC)[CH:26]=[CH:27][CH:28]=1)([O-:22])=[O:21].[Cl-].[Cl-].C1(P(C2C=CC=CC=2)C2C=CC=CC=2)C=CC=CC=1.C1(P(C2C=CC=CC=2)C2C=CC=CC=2)C=CC=CC=1, predict the reaction product. The product is: [Cl:19][C:15]1[CH:14]=[C:13]([C:11]2[C:6]3[N:7]=[C:8]([CH3:10])[O:9][C:5]=3[CH:4]=[C:3]([CH2:2][C:26]3[CH:25]=[CH:24][C:23]([N+:20]([O-:22])=[O:21])=[CH:28][CH:27]=3)[CH:12]=2)[CH:18]=[CH:17][CH:16]=1. (6) Given the reactants [NH2:1][C:2]1[S:3][C:4]2[N:5]=[C:6]([N:11]([CH3:32])[C:12]3[CH:13]=[C:14]([NH:18][C:19](=[O:31])[C:20]4[CH:25]=[CH:24][CH:23]=[C:22]([C:26]([C:29]#[N:30])([CH3:28])[CH3:27])[CH:21]=4)[CH:15]=[CH:16][CH:17]=3)[N:7]=[CH:8][C:9]=2[N:10]=1.Cl.[N:34]1[CH:39]=[CH:38][CH:37]=[C:36]([C:40](Cl)=[O:41])[CH:35]=1.C(=O)([O-])O.[Na+], predict the reaction product. The product is: [C:29]([C:26]([C:22]1[CH:21]=[C:20]([C:19]([NH:18][C:14]2[CH:13]=[C:12]([N:11]([CH3:32])[C:6]3[N:7]=[CH:8][C:9]4[N:10]=[C:2]([NH:1][C:40]([C:36]5[CH:35]=[N:34][CH:39]=[CH:38][CH:37]=5)=[O:41])[S:3][C:4]=4[N:5]=3)[CH:17]=[CH:16][CH:15]=2)=[O:31])[CH:25]=[CH:24][CH:23]=1)([CH3:27])[CH3:28])#[N:30].